From a dataset of Merck oncology drug combination screen with 23,052 pairs across 39 cell lines. Regression. Given two drug SMILES strings and cell line genomic features, predict the synergy score measuring deviation from expected non-interaction effect. (1) Drug 1: CN1C(=O)C=CC2(C)C3CCC4(C)C(NC(=O)OCC(F)(F)F)CCC4C3CCC12. Drug 2: COC12C(COC(N)=O)C3=C(C(=O)C(C)=C(N)C3=O)N1CC1NC12. Cell line: SW837. Synergy scores: synergy=3.98. (2) Drug 1: CC1(c2nc3c(C(N)=O)cccc3[nH]2)CCCN1. Drug 2: CCc1cnn2c(NCc3ccc[n+]([O-])c3)cc(N3CCCCC3CCO)nc12. Cell line: UACC62. Synergy scores: synergy=3.61. (3) Drug 1: O=c1[nH]cc(F)c(=O)[nH]1. Drug 2: COC1=C2CC(C)CC(OC)C(O)C(C)C=C(C)C(OC(N)=O)C(OC)C=CC=C(C)C(=O)NC(=CC1=O)C2=O. Cell line: MSTO. Synergy scores: synergy=1.46.